From a dataset of Aqueous solubility values for 9,982 compounds from the AqSolDB database. Regression/Classification. Given a drug SMILES string, predict its absorption, distribution, metabolism, or excretion properties. Task type varies by dataset: regression for continuous measurements (e.g., permeability, clearance, half-life) or binary classification for categorical outcomes (e.g., BBB penetration, CYP inhibition). For this dataset (solubility_aqsoldb), we predict Y. The compound is Clc1cc(Cl)c(-c2ccc(Cl)c(Cl)c2Cl)c(Cl)c1. The Y is -8.24 log mol/L.